This data is from Catalyst prediction with 721,799 reactions and 888 catalyst types from USPTO. The task is: Predict which catalyst facilitates the given reaction. (1) Reactant: Cl[C:2]1[CH:7]=[CH:6][C:5]([NH:8][C:9]([NH:11][C:12]2[CH:17]=[CH:16][CH:15]=[C:14]([C:18]3[CH:23]=[CH:22][CH:21]=[C:20]([N:24]4[CH2:28][CH2:27][CH2:26][CH2:25]4)[N:19]=3)[CH:13]=2)=[O:10])=[CH:4][CH:3]=1.[F:29]C1C=CC=CC=1N.CCN(C(C)C)C(C)C. Product: [F:29][C:6]1[CH:7]=[CH:2][CH:3]=[CH:4][C:5]=1[NH:8][C:9]([NH:11][C:12]1[CH:17]=[CH:16][CH:15]=[C:14]([C:18]2[CH:23]=[CH:22][CH:21]=[C:20]([N:24]3[CH2:28][CH2:27][CH2:26][CH2:25]3)[N:19]=2)[CH:13]=1)=[O:10]. The catalyst class is: 3. (2) Reactant: [Cl:1][C:2]1[CH:7]=[CH:6][N:5]=[C:4]2[NH:8][C:9]([C:11]3[CH:16]=[CH:15][C:14]([C:17]([N:19]4[CH2:24][CH2:23][N:22]([CH3:25])[CH2:21][CH2:20]4)=O)=[CH:13][CH:12]=3)=[N:10][C:3]=12. Product: [Cl:1][C:2]1[CH:7]=[CH:6][N:5]=[C:4]2[NH:8][C:9]([C:11]3[CH:12]=[CH:13][C:14]([CH2:17][N:19]4[CH2:20][CH2:21][N:22]([CH3:25])[CH2:23][CH2:24]4)=[CH:15][CH:16]=3)=[N:10][C:3]=12. The catalyst class is: 5. (3) Reactant: [F:1][C:2]1[CH:7]=[CH:6][C:5]([C@@H:8]2[CH2:12][N:11]([S:13]([C:16]3[N:17]=[CH:18][N:19]([CH3:21])[CH:20]=3)(=[O:15])=[O:14])[CH2:10][C@H:9]2[NH2:22])=[CH:4][CH:3]=1.CC([O-])=O.[Na+].[CH:28](=O)[C:29]1[CH:34]=[CH:33][CH:32]=[CH:31][CH:30]=1.[O-]S([O-])(=O)=O.[Mg+2].C([BH3-])#N. Product: [CH2:28]([NH:22][C@H:9]1[C@H:8]([C:5]2[CH:6]=[CH:7][C:2]([F:1])=[CH:3][CH:4]=2)[CH2:12][N:11]([S:13]([C:16]2[N:17]=[CH:18][N:19]([CH3:21])[CH:20]=2)(=[O:15])=[O:14])[CH2:10]1)[C:29]1[CH:34]=[CH:33][CH:32]=[CH:31][CH:30]=1. The catalyst class is: 467. (4) Reactant: FC(F)(F)CCC([N:7]1[CH2:14][CH2:13][N:12]([C:15]2[C:16]3[CH:23]=[CH:22][NH:21][C:17]=3[N:18]=[CH:19][N:20]=2)[CH2:11][C:8]21[CH2:10][CH2:9]2)=O.[CH2:26]([N:33]=[C:34]=[S:35])[C:27]1[CH:32]=[CH:31][CH:30]=[CH:29][CH:28]=1. Product: [CH2:26]([NH:33][C:34]([N:7]1[CH:8]2[CH2:9][CH2:10][CH:14]1[CH2:13][N:12]([C:15]1[C:16]3[CH:23]=[CH:22][NH:21][C:17]=3[N:18]=[CH:19][N:20]=1)[CH2:11]2)=[S:35])[C:27]1[CH:32]=[CH:31][CH:30]=[CH:29][CH:28]=1. The catalyst class is: 1. (5) Reactant: [NH2:1][CH2:2][CH2:3][CH2:4][CH2:5][CH2:6][OH:7].Cl[C:9]1[C:14]([N+:15]([O-:17])=[O:16])=[CH:13][CH:12]=[CH:11][C:10]=1[N+:18]([O-:20])=[O:19].C(N(CC)CC)C.O1CCCC1. Product: [N+:15]([C:14]1[CH:13]=[CH:12][CH:11]=[C:10]([N+:18]([O-:20])=[O:19])[C:9]=1[NH:1][CH2:2][CH2:3][CH2:4][CH2:5][CH2:6][OH:7])([O-:17])=[O:16]. The catalyst class is: 13. (6) Reactant: [N+:1]([C:4]1[CH:13]=[CH:12][C:11]([C:14]([OH:16])=[O:15])=[C:10]2[C:5]=1[CH:6]=[CH:7][CH:8]=[N:9]2)([O-:3])=[O:2].IC.[C:19](=O)([O-])[O-].[K+].[K+].O. Product: [CH3:19][O:15][C:14]([C:11]1[CH:12]=[CH:13][C:4]([N+:1]([O-:3])=[O:2])=[C:5]2[C:10]=1[N:9]=[CH:8][CH:7]=[CH:6]2)=[O:16]. The catalyst class is: 3.